From a dataset of Catalyst prediction with 721,799 reactions and 888 catalyst types from USPTO. Predict which catalyst facilitates the given reaction. (1) Reactant: [CH:1]([N:4]1[C:12]2[C:7](=[CH:8][C:9]([C:13]([OH:15])=O)=[CH:10][CH:11]=2)[CH:6]=[N:5]1)([CH3:3])[CH3:2].C1N=CN(C(N2C=NC=C2)=O)C=1.[CH2:28]([O:30][C:31](=[O:36])[CH2:32]C(O)=O)[CH3:29].CCN(CC)CC.[Mg+2].[Cl-].[Cl-].[K]. Product: [CH:1]([N:4]1[C:12]2[C:7](=[CH:8][C:9]([C:13](=[O:15])[CH2:32][C:31]([O:30][CH2:28][CH3:29])=[O:36])=[CH:10][CH:11]=2)[CH:6]=[N:5]1)([CH3:2])[CH3:3]. The catalyst class is: 577. (2) Reactant: C(O[C:6](=O)[N:7]([CH:9]1[CH2:13][CH2:12][N:11]([C:14]([C:16]2[NH:17][C:18]3[C:23]([CH:24]=2)=[CH:22][CH:21]=[CH:20][CH:19]=3)=[O:15])[CH2:10]1)C)(C)(C)C.[C:26]([OH:32])([C:28]([F:31])([F:30])[F:29])=[O:27]. Product: [F:29][C:28]([F:31])([F:30])[C:26]([OH:32])=[O:27].[NH:17]1[C:18]2[C:23](=[CH:22][CH:21]=[CH:20][CH:19]=2)[CH:24]=[C:16]1[C:14]([N:11]1[CH2:12][CH2:13][CH:9]([NH:7][CH3:6])[CH2:10]1)=[O:15]. The catalyst class is: 2. (3) Reactant: [CH2:1]([O:5][C:6]1[C:14]([CH:15]2[CH2:17][CH2:16]2)=[CH:13][C:9]([C:10]([OH:12])=O)=[C:8]([F:18])[CH:7]=1)[CH2:2][CH2:3][CH3:4].C(N1C=CN=C1)(N1C=CN=C1)=O.N12CCCN=C1CCCCC2.[CH:42]1([S:45]([NH2:48])(=[O:47])=[O:46])[CH2:44][CH2:43]1.Cl. Product: [CH2:1]([O:5][C:6]1[C:14]([CH:15]2[CH2:17][CH2:16]2)=[CH:13][C:9]([C:10]([NH:48][S:45]([CH:42]2[CH2:44][CH2:43]2)(=[O:47])=[O:46])=[O:12])=[C:8]([F:18])[CH:7]=1)[CH2:2][CH2:3][CH3:4]. The catalyst class is: 7. (4) Reactant: Cl[C:2]([O:4][C:5]1[CH:10]=[CH:9][CH:8]=[CH:7][CH:6]=1)=[O:3].[NH2:11][C:12]1[CH:17]=[CH:16][C:15]([C:18]#[C:19][C:20]2[CH:21]=[N:22][C:23]([NH2:26])=[N:24][CH:25]=2)=[CH:14][CH:13]=1.N1C=CC=CC=1. Product: [NH2:26][C:23]1[N:22]=[CH:21][C:20]([C:19]#[C:18][C:15]2[CH:16]=[CH:17][C:12]([NH:11][C:2](=[O:3])[O:4][C:5]3[CH:10]=[CH:9][CH:8]=[CH:7][CH:6]=3)=[CH:13][CH:14]=2)=[CH:25][N:24]=1. The catalyst class is: 1. (5) Product: [Cl:1][C:2]1[N:7]=[N:6][C:5]([CH2:8][C:9]2[CH:16]=[CH:13][C:12]([F:17])=[C:24]([CH:10]=2)[C:25]([OH:27])=[O:26])=[C:4]([CH2:20][CH3:21])[CH:3]=1. Reactant: [Cl:1][C:2]1[N:7]=[N:6][C:5]([CH:8](C#N)[C:9]2[CH:10]=C[C:12]([F:17])=[C:13]([CH:16]=2)C#N)=[C:4]([CH2:20][CH3:21])[CH:3]=1.Cl.O.[CH3:24][C:25]([OH:27])=[O:26]. The catalyst class is: 238. (6) Reactant: [N:1]1[C:9]2[C:4](=[N:5][CH:6]=[CH:7][CH:8]=2)[NH:3][C:2]=1[C:10]1[CH:11]=[CH:12][C:13]([O:17][CH3:18])=[C:14]([NH2:16])[CH:15]=1.[S:19]1[CH:23]=[CH:22][CH:21]=[C:20]1[S:24](Cl)(=[O:26])=[O:25].O. Product: [N:1]1[C:9]2[C:4](=[N:5][CH:6]=[CH:7][CH:8]=2)[NH:3][C:2]=1[C:10]1[CH:11]=[CH:12][C:13]([O:17][CH3:18])=[C:14]([NH:16][S:24]([C:20]2[S:19][CH:23]=[CH:22][CH:21]=2)(=[O:26])=[O:25])[CH:15]=1. The catalyst class is: 17.